Dataset: Catalyst prediction with 721,799 reactions and 888 catalyst types from USPTO. Task: Predict which catalyst facilitates the given reaction. (1) Product: [Cl:1][C:2]1[C:7]([C:28]2[C@@:29]3([CH3:32])[CH2:30][CH2:31][C@H:20]4[C@H:21]([C@@H:25]3[CH2:26][CH:27]=2)[CH2:22][CH:23]=[C:24]2[C@:19]4([CH3:34])[CH2:18][CH2:17][C:16](=[O:35])[N:15]2[CH2:14][CH2:13][N:12]([CH3:11])[CH3:36])=[CH:6][CH:5]=[CH:4][N:3]=1. The catalyst class is: 184. Reactant: [Cl:1][C:2]1[C:7](B(O)O)=[CH:6][CH:5]=[CH:4][N:3]=1.[CH3:11][N:12]([CH3:36])[CH2:13][CH2:14][N:15]1[C:24]2[C@@:19]([CH3:34])([C@H:20]3[CH2:31][CH2:30][C@@:29]4([CH3:32])[C@@H:25]([CH2:26][CH:27]=[C:28]4I)[C@@H:21]3[CH2:22][CH:23]=2)[CH2:18][CH2:17][C:16]1=[O:35].O. (2) Reactant: [C:1]([C:4]1[CH:9]=[CH:8][C:7]([O:10][CH3:11])=[CH:6][C:5]=1[NH:12][C:13]([C:15]1[S:16][CH:17]=[C:18]([CH:20]([CH3:22])[CH3:21])[N:19]=1)=O)(=[O:3])[CH3:2].CC(C)([O-])C.[K+]. The catalyst class is: 218. Product: [CH:20]([C:18]1[N:19]=[C:15]([C:13]2[CH:2]=[C:1]([OH:3])[C:4]3[C:5](=[CH:6][C:7]([O:10][CH3:11])=[CH:8][CH:9]=3)[N:12]=2)[S:16][CH:17]=1)([CH3:22])[CH3:21].